Task: Predict the reaction yield, written as a fraction of the theoretical maximum amount of product (1.0 means a 100% yield; for example, 0.34 means a 34% yield).. Dataset: Reaction yield outcomes from USPTO patents with 853,638 reactions (1) The reactants are [CH3:1][N:2]([CH2:4][C:5]1[CH:6]=[C:7]([C:11]2[NH:40][C:14]3=[N:15][CH:16]=[CH:17][C:18]([C:19]4[C:20]([C:28]5[CH:33]=[CH:32][C:31]([NH:34][C:35](=[O:39])[N:36]([CH3:38])[CH3:37])=[CH:30][CH:29]=5)=[N:21][N:22]([CH2:24][CH2:25][NH:26][CH3:27])[CH:23]=4)=[C:13]3[CH:12]=2)[CH:8]=[CH:9][CH:10]=1)[CH3:3].[OH-].[Na+].[CH2:43]=O.O. The catalyst is CO.[OH-].[OH-].[Pd+2]. The product is [CH3:27][N:26]([CH3:43])[CH2:25][CH2:24][N:22]1[CH:23]=[C:19]([C:18]2[CH:17]=[CH:16][N:15]=[C:14]3[NH:40][C:11]([C:7]4[CH:8]=[CH:9][CH:10]=[C:5]([CH2:4][N:2]([CH3:3])[CH3:1])[CH:6]=4)=[CH:12][C:13]=23)[C:20]([C:28]2[CH:29]=[CH:30][C:31]([NH:34][C:35](=[O:39])[N:36]([CH3:38])[CH3:37])=[CH:32][CH:33]=2)=[N:21]1. The yield is 0.300. (2) The reactants are [Cl:1][C:2]1[S:3][C:4]([C:8]([OH:10])=O)=[C:5]([CH3:7])[N:6]=1.O1CCCC1.C(Cl)(=O)C(Cl)=O.[NH2:22][C:23]1[CH:24]=[C:25]([CH:42]=[CH:43][C:44]=1[F:45])[O:26][C:27]1[CH:28]=[CH:29][C:30]2[N:31]([CH:33]=[C:34]([NH:36][C:37]([CH:39]3[CH2:41][CH2:40]3)=[O:38])[N:35]=2)[N:32]=1. The catalyst is CN(C)C=O.CN(C)C(=O)C. The product is [Cl:1][C:2]1[S:3][C:4]([C:8]([NH:22][C:23]2[CH:24]=[C:25]([O:26][C:27]3[CH:28]=[CH:29][C:30]4[N:31]([CH:33]=[C:34]([NH:36][C:37]([CH:39]5[CH2:41][CH2:40]5)=[O:38])[N:35]=4)[N:32]=3)[CH:42]=[CH:43][C:44]=2[F:45])=[O:10])=[C:5]([CH3:7])[N:6]=1. The yield is 0.780. (3) The reactants are [OH:1][CH2:2][C:3]1[CH:8]=[C:7]([O:9][CH3:10])[CH:6]=[C:5]([N:11]=[N:12][C:13]2[CH:18]=[CH:17][C:16]([C:19]([F:22])([F:21])[F:20])=[CH:15][C:14]=2[N+:23]([O-])=O)[C:4]=1[OH:26].[OH-].[Na+].C(S(O)=O)(N)=N. The catalyst is O.C(O)CC. The product is [OH:1][CH2:2][C:3]1[CH:8]=[C:7]([O:9][CH3:10])[CH:6]=[C:5]([N:11]2[N:12]=[C:13]3[CH:18]=[CH:17][C:16]([C:19]([F:22])([F:21])[F:20])=[CH:15][C:14]3=[N:23]2)[C:4]=1[OH:26]. The yield is 0.310. (4) The reactants are Br[C:2]1[CH:3]=[C:4]2[C:9](=[CH:10][C:11]=1[O:12][CH2:13][CH3:14])[N:8]=[N:7][C:6]([C:15]([O:17][CH2:18][CH3:19])=[O:16])=[C:5]2[NH:20][C:21]1[CH:26]=[C:25]([CH3:27])[CH:24]=[CH:23][C:22]=1[F:28].C1C=CC(P(C2C(C3C(P(C4C=CC=CC=4)C4C=CC=CC=4)=CC=C4C=3C=CC=C4)=C3C(C=CC=C3)=CC=2)C2C=CC=CC=2)=CC=1.C(=O)([O-])[O-].[Cs+].[Cs+].[CH3:81][N:82]1[CH2:87][CH2:86][NH:85][CH2:84][CH2:83]1. The catalyst is C1C=CC(/C=C/C(/C=C/C2C=CC=CC=2)=O)=CC=1.C1C=CC(/C=C/C(/C=C/C2C=CC=CC=2)=O)=CC=1.C1C=CC(/C=C/C(/C=C/C2C=CC=CC=2)=O)=CC=1.[Pd].[Pd].CC(N(C)C)=O. The product is [CH2:13]([O:12][C:11]1[CH:10]=[C:9]2[C:4]([C:5]([NH:20][C:21]3[CH:26]=[C:25]([CH3:27])[CH:24]=[CH:23][C:22]=3[F:28])=[C:6]([C:15]([O:17][CH2:18][CH3:19])=[O:16])[N:7]=[N:8]2)=[CH:3][C:2]=1[N:85]1[CH2:86][CH2:87][N:82]([CH3:81])[CH2:83][CH2:84]1)[CH3:14]. The yield is 0.320. (5) The reactants are [CH3:1][O:2][C:3]1[CH:8]=[CH:7][CH:6]=[C:5]([O:9][CH3:10])[C:4]=1[O:11][C:12](=[O:14])[CH3:13].[I:15]I. The catalyst is C(Cl)(Cl)Cl.FC(F)(F)C([O-])=O.[Ag+]. The product is [C:12]([O:11][C:4]1[C:3]([O:2][CH3:1])=[C:8]([I:15])[CH:7]=[CH:6][C:5]=1[O:9][CH3:10])(=[O:14])[CH3:13]. The yield is 0.960.